This data is from Forward reaction prediction with 1.9M reactions from USPTO patents (1976-2016). The task is: Predict the product of the given reaction. (1) Given the reactants [CH2:1]([O:8][C:9]([NH:11][CH:12]1[CH2:31][C:15]2([CH2:18][N:17]([C:19]3[CH:24]=[CH:23][CH:22]=[CH:21][C:20]=3/[CH:25]=[CH:26]/[C:27](OC)=[O:28])[CH2:16]2)[S:14](=[O:33])(=[O:32])[CH2:13]1)=[O:10])[C:2]1[CH:7]=[CH:6][CH:5]=[CH:4][CH:3]=1.[NH2:34][OH:35].[OH-].[Na+].Cl, predict the reaction product. The product is: [OH:35][NH:34][C:27](=[O:28])/[CH:26]=[CH:25]/[C:20]1[CH:21]=[CH:22][CH:23]=[CH:24][C:19]=1[N:17]1[CH2:16][C:15]2([CH2:31][CH:12]([NH:11][C:9](=[O:10])[O:8][CH2:1][C:2]3[CH:3]=[CH:4][CH:5]=[CH:6][CH:7]=3)[CH2:13][S:14]2(=[O:32])=[O:33])[CH2:18]1. (2) Given the reactants [CH3:1][O:2][C:3]1[CH:10]=[CH:9][C:6]([CH2:7]Cl)=[CH:5][CH:4]=1.[OH:11][C:12]1[CH:20]=[C:19]2[C:15]([CH2:16][CH2:17][C:18]2=[O:21])=[CH:14][CH:13]=1.C(=O)([O-])[O-].[K+].[K+], predict the reaction product. The product is: [CH3:1][O:2][C:3]1[CH:10]=[CH:9][C:6]([CH2:7][O:11][C:12]2[CH:20]=[C:19]3[C:15]([CH2:16][CH2:17][C:18]3=[O:21])=[CH:14][CH:13]=2)=[CH:5][CH:4]=1. (3) Given the reactants [Br:1][C:2]1[CH:7]=[CH:6][C:5]([CH:8]([CH3:23])[C:9]([C:11]2[CH:22]=[N:21][C:14]3[O:15][CH2:16][C:17](=[O:20])[N:18]([CH3:19])[C:13]=3[CH:12]=2)=[O:10])=[C:4]([Cl:24])[CH:3]=1.[F:25][C:26]([Si](C)(C)C)([F:28])[F:27].[F-].C[N+](C)(C)C, predict the reaction product. The product is: [Br:1][C:2]1[CH:7]=[CH:6][C:5]([CH:8]([CH3:23])[C:9]([C:11]2[CH:22]=[N:21][C:14]3[O:15][CH2:16][C:17](=[O:20])[N:18]([CH3:19])[C:13]=3[CH:12]=2)([OH:10])[C:26]([F:28])([F:27])[F:25])=[C:4]([Cl:24])[CH:3]=1. (4) Given the reactants [CH3:1][C:2]([CH3:7])([CH3:6])[C:3](Cl)=[O:4].N1C=CC=CC=1.[Cl:14][C:15]1[C:24]2[C:19](=[CH:20][CH:21]=[CH:22][CH:23]=2)[CH:18]=[C:17]([CH3:25])[C:16]=1[CH:26]([O:29][C:30]([CH3:36])([CH3:35])[C:31]([F:34])([F:33])[F:32])[CH2:27][OH:28], predict the reaction product. The product is: [C:3]([O:28][CH2:27][CH:26]([C:16]1[C:17]([CH3:25])=[CH:18][C:19]2[C:24](=[CH:23][CH:22]=[CH:21][CH:20]=2)[C:15]=1[Cl:14])[O:29][C:30]([CH3:36])([CH3:35])[C:31]([F:32])([F:33])[F:34])(=[O:4])[C:2]([CH3:7])([CH3:6])[CH3:1]. (5) Given the reactants C(OC([N:8]1[CH2:17][CH2:16][C:15]2[C:11](=[C:12](OS(C(F)(F)F)(=O)=O)[N:13]([CH:18]([CH3:20])[CH3:19])[N:14]=2)[CH2:10][CH2:9]1)=O)(C)(C)C.[Cl:29][C:30]1[CH:31]=[C:32](B(O)O)[CH:33]=[CH:34][C:35]=1[Cl:36], predict the reaction product. The product is: [Cl:29][C:30]1[CH:31]=[C:32]([C:12]2[N:13]([CH:18]([CH3:19])[CH3:20])[N:14]=[C:15]3[C:11]=2[CH2:10][CH2:9][NH:8][CH2:17][CH2:16]3)[CH:33]=[CH:34][C:35]=1[Cl:36]. (6) The product is: [Br:1][C:2]1[CH:10]=[C:9]2[C:5]([C:6]([CH3:13])([CH3:12])[C:7](=[O:11])[N:8]2[CH2:21][CH2:22][CH2:23][O:24][CH:25]2[CH2:27][CH2:26]2)=[CH:4][CH:3]=1. Given the reactants [Br:1][C:2]1[CH:10]=[C:9]2[C:5]([C:6]([CH3:13])([CH3:12])[C:7](=[O:11])[NH:8]2)=[CH:4][CH:3]=1.C([O-])([O-])=O.[Cs+].[Cs+].Br[CH2:21][CH2:22][CH2:23][O:24][CH:25]1[CH2:27][CH2:26]1, predict the reaction product.